Dataset: Catalyst prediction with 721,799 reactions and 888 catalyst types from USPTO. Task: Predict which catalyst facilitates the given reaction. (1) Reactant: [F:1][C:2]([F:31])([F:30])[C:3]([N:5]([CH2:15][CH2:16][CH:17]1[CH2:22][CH2:21][N:20](C(OC(C)(C)C)=O)[CH2:19][CH2:18]1)[C@@H:6]1[CH2:8][C@H:7]1[C:9]1[CH:14]=[CH:13][CH:12]=[CH:11][CH:10]=1)=[O:4].C(O)(C(F)(F)F)=O. Product: [F:31][C:2]([F:1])([F:30])[C:3]([N:5]([C@@H:6]1[CH2:8][C@H:7]1[C:9]1[CH:14]=[CH:13][CH:12]=[CH:11][CH:10]=1)[CH2:15][CH2:16][CH:17]1[CH2:18][CH2:19][NH:20][CH2:21][CH2:22]1)=[O:4]. The catalyst class is: 4. (2) Product: [CH3:1][C@:17]1([OH:20])[C@@H:15]2[C@@H:14]([CH2:13][N:12]([C:10]3[CH:9]=[CH:8][CH:7]=[C:6]([C:5]([F:4])([F:21])[F:22])[N:11]=3)[CH2:16]2)[CH2:19][CH2:18]1. The catalyst class is: 28. Reactant: [CH3:1][Mg]I.[F:4][C:5]([F:22])([F:21])[C:6]1[N:11]=[C:10]([N:12]2[CH2:16][C@@H:15]3[C:17](=[O:20])[CH2:18][CH2:19][C@@H:14]3[CH2:13]2)[CH:9]=[CH:8][CH:7]=1. (3) The catalyst class is: 15. Reactant: [NH2:1][C:2]1[CH:11]=[C:10]2[C:5]([CH:6]=[CH:7][CH:8]=[N:9]2)=[CH:4][CH:3]=1.C([O-])(=O)C.[Na+].[Br:17]Br. Product: [NH2:1][C:2]1[C:11]([Br:17])=[C:10]2[C:5]([CH:6]=[CH:7][CH:8]=[N:9]2)=[CH:4][CH:3]=1. (4) Reactant: [Si:1]([O:8][CH2:9][C:10]1[NH:18][C:13]2=[N:14][CH:15]=[CH:16][CH:17]=[C:12]2[CH:11]=1)([C:4]([CH3:7])([CH3:6])[CH3:5])([CH3:3])[CH3:2].[C:19]([O:23][CH3:24])(=[O:22])[CH:20]=[CH2:21].N12CCCN=C1CCCCC2. Product: [Si:1]([O:8][CH2:9][C:10]1[N:18]([CH2:21][CH2:20][C:19]([O:23][CH3:24])=[O:22])[C:13]2=[N:14][CH:15]=[CH:16][CH:17]=[C:12]2[CH:11]=1)([C:4]([CH3:7])([CH3:5])[CH3:6])([CH3:3])[CH3:2]. The catalyst class is: 10.